This data is from Reaction yield outcomes from USPTO patents with 853,638 reactions. The task is: Predict the reaction yield, written as a fraction of the theoretical maximum amount of product (1.0 means a 100% yield; for example, 0.34 means a 34% yield). The reactants are C[O:2][C:3]([C:5]1[C:6]([C:11]2[CH:16]=[CH:15][CH:14]=[C:13]([C:17]([F:20])([F:19])[F:18])[CH:12]=2)=[N:7][O:8][C:9]=1[CH3:10])=[O:4].[OH-].[Na+]. The catalyst is CO. The product is [CH3:10][C:9]1[O:8][N:7]=[C:6]([C:11]2[CH:16]=[CH:15][CH:14]=[C:13]([C:17]([F:20])([F:18])[F:19])[CH:12]=2)[C:5]=1[C:3]([OH:4])=[O:2]. The yield is 0.940.